From a dataset of Peptide-MHC class I binding affinity with 185,985 pairs from IEDB/IMGT. Regression. Given a peptide amino acid sequence and an MHC pseudo amino acid sequence, predict their binding affinity value. This is MHC class I binding data. (1) The MHC is HLA-A30:02 with pseudo-sequence HLA-A30:02. The peptide sequence is KTAVQMAVF. The binding affinity (normalized) is 0.415. (2) The peptide sequence is LQDDFDFNY. The MHC is HLA-A24:03 with pseudo-sequence HLA-A24:03. The binding affinity (normalized) is 0.0847. (3) The peptide sequence is KSLFNTIATLY. The MHC is HLA-B39:01 with pseudo-sequence HLA-B39:01. The binding affinity (normalized) is 0.0847. (4) The peptide sequence is KLLKSWVSK. The MHC is HLA-A23:01 with pseudo-sequence HLA-A23:01. The binding affinity (normalized) is 0.0847. (5) The MHC is HLA-B57:01 with pseudo-sequence HLA-B57:01. The binding affinity (normalized) is 0.213. The peptide sequence is NPQGERRAF. (6) The peptide sequence is ITFHNQRDF. The MHC is HLA-B44:02 with pseudo-sequence HLA-B44:02. The binding affinity (normalized) is 0.0847.